This data is from Peptide-MHC class II binding affinity with 134,281 pairs from IEDB. The task is: Regression. Given a peptide amino acid sequence and an MHC pseudo amino acid sequence, predict their binding affinity value. This is MHC class II binding data. (1) The peptide sequence is DEVLIEVNPPFGDSY. The MHC is DRB1_0901 with pseudo-sequence DRB1_0901. The binding affinity (normalized) is 0.155. (2) The peptide sequence is GGNLEAKITMLTNGQC. The MHC is DRB4_0101 with pseudo-sequence DRB4_0103. The binding affinity (normalized) is 0.192.